From a dataset of Experimentally validated miRNA-target interactions with 360,000+ pairs, plus equal number of negative samples. Binary Classification. Given a miRNA mature sequence and a target amino acid sequence, predict their likelihood of interaction. (1) The miRNA is mmu-miR-1a-3p with sequence UGGAAUGUAAAGAAGUAUGUAU. The protein sequence of the target gene is MQVASATPAATVRKAAAGDELSEFFALTPDLLEVANASGNASLQLQDLWWELGLELPDGAAPGHPPGGGGAESTDTEARVRILISAVYWVVCALGLAGNLLVLYLMKSKQGWRKSSINLFVTNLALTDFQFVLTLPFWAVENALDFKWPFGKAMCKIVSMVTSMNMYASVFFLTAMSVARYHSVASALKSHRTRGRGRGDCCGQSLRESCCFSAKVLCGLIWASAALASLPNAIFSTTIRVLGEELCLMHFPDKLLGWDRQFWLGLYHLQKVLLGFLLPLSIISLCYLLLVRFISDRRVV.... Result: 0 (no interaction). (2) The miRNA is hsa-miR-506-3p with sequence UAAGGCACCCUUCUGAGUAGA. The protein sequence of the target gene is MGKKVAIIGAGVSGLASIRSCLEEGLEPTCFEKSNDIGGLWKFSDHAEEGRASIYKSVFSNSSKEMMCFPDFPFPDDFPNFMHNSKIQEYIIAFAKEKNLLKYIQFKTFVSSVNKHPDFATTGQWDVTTERDGKKESAVFDAVMVCSGHHVYPNLPKESFPGLNHFKGKCFHSRDYKEPGVFNGKRVLVVGLGNSGCDIATELSRTAEQVMISSRSGSWVMSRVWDNGYPWDMLLVTRFGTFLKNNLPTAISDWLYVKQMNARFKHENYGLMPLNGVLRKEPVFNDELPASILCGIVSVK.... Result: 0 (no interaction). (3) The miRNA is hsa-miR-4262 with sequence GACAUUCAGACUACCUG. The protein sequence of the target gene is MLPLTEENKHVAQLLFSSGTCPRCILRFCGVDLPAPYKHPSKELLNELQKFLEPEKPELILEAPNPPLKKIRLHEDGIDNLSEDGKEGVSVTEDESMAEKPSKLRVCNVCLGILQEFCEKGFITKVCQKVEASGFEFTSVVLSVSFPPQLSVREHAAWLLVKQEMGKQSLSLGRNDVVQLKEAYKWITHPLFSEELGVPTDGKSLFEVSVVFAHPETAEDCHFLGEVCRDCFKPAKNKQSVFTRMAVLKALSKIKEEDFLGQFPCPPNSPKTVCTVLEVECTHGAVFVAGRYNKYSRNLP.... Result: 0 (no interaction).